Dataset: TCR-epitope binding with 47,182 pairs between 192 epitopes and 23,139 TCRs. Task: Binary Classification. Given a T-cell receptor sequence (or CDR3 region) and an epitope sequence, predict whether binding occurs between them. The epitope is SEISMDNSPNL. The TCR CDR3 sequence is CASSPGTNYYTDTQYF. Result: 0 (the TCR does not bind to the epitope).